This data is from Forward reaction prediction with 1.9M reactions from USPTO patents (1976-2016). The task is: Predict the product of the given reaction. (1) Given the reactants Br[CH2:2][CH2:3][O:4][C:5]1[C:10]([O:11][CH2:12][CH2:13][CH2:14][C:15]2[CH:20]=[CH:19][C:18]([F:21])=[CH:17][CH:16]=2)=[C:9]([O:22][CH3:23])[C:8]([Cl:24])=[C:7]([CH3:25])[C:6]=1[C:26](=[O:28])[CH3:27].[NH:29]1[CH2:34][CH2:33][O:32][CH2:31][CH2:30]1, predict the reaction product. The product is: [Cl:24][C:8]1[C:7]([CH3:25])=[C:6]([C:26](=[O:28])[CH3:27])[C:5]([O:4][CH2:3][CH2:2][N:29]2[CH2:34][CH2:33][O:32][CH2:31][CH2:30]2)=[C:10]([O:11][CH2:12][CH2:13][CH2:14][C:15]2[CH:20]=[CH:19][C:18]([F:21])=[CH:17][CH:16]=2)[C:9]=1[O:22][CH3:23]. (2) Given the reactants [NH2:1][C:2]1[CH:7]=[CH:6][C:5]([C:8]2[C:16]3[C:11](=[N:12][CH:13]=[N:14][C:15]=3[NH2:17])[N:10]([CH:18]3[CH2:23][CH2:22][N:21]([CH:24]4[CH2:29][CH2:28][N:27]([CH3:30])[CH2:26][CH2:25]4)[CH2:20][CH2:19]3)[N:9]=2)=[CH:4][C:3]=1[O:31][CH3:32].[F:33][C:34]([F:46])([F:45])[O:35][C:36]1[CH:41]=[CH:40][C:39]([C:42](Cl)=[O:43])=[CH:38][CH:37]=1, predict the reaction product. The product is: [NH2:17][C:15]1[N:14]=[CH:13][N:12]=[C:11]2[N:10]([CH:18]3[CH2:23][CH2:22][N:21]([CH:24]4[CH2:29][CH2:28][N:27]([CH3:30])[CH2:26][CH2:25]4)[CH2:20][CH2:19]3)[N:9]=[C:8]([C:5]3[CH:6]=[CH:7][C:2]([NH:1][C:42](=[O:43])[C:39]4[CH:40]=[CH:41][C:36]([O:35][C:34]([F:33])([F:45])[F:46])=[CH:37][CH:38]=4)=[C:3]([O:31][CH3:32])[CH:4]=3)[C:16]=12. (3) Given the reactants [CH3:1][O:2][CH2:3][CH2:4][CH2:5][C:6]1([C:12](OC)=[O:13])[CH2:11][CH2:10][CH2:9][CH2:8][CH2:7]1.[OH-].[Na+], predict the reaction product. The product is: [CH3:1][O:2][CH2:3][CH2:4][CH2:5][C:6]1([CH2:12][OH:13])[CH2:11][CH2:10][CH2:9][CH2:8][CH2:7]1.